This data is from Forward reaction prediction with 1.9M reactions from USPTO patents (1976-2016). The task is: Predict the product of the given reaction. (1) Given the reactants [F:1][C:2]([F:32])([F:31])[C:3]1[CH:8]=[CH:7][C:6]([CH:9]2[CH2:14][N:13]([C:15]([O:17]C3C=CC([N+]([O-])=O)=CC=3)=O)[CH2:12][CH:11]([C:27]([O:29][CH3:30])=[O:28])[CH2:10]2)=[CH:5][CH:4]=1.[NH:33]1[CH2:38][CH2:37][CH:36]([C:39]#[N:40])[CH2:35][CH2:34]1, predict the reaction product. The product is: [C:39]([CH:36]1[CH2:37][CH2:38][N:33]([C:15]([N:13]2[CH2:14][CH:9]([C:6]3[CH:5]=[CH:4][C:3]([C:2]([F:1])([F:31])[F:32])=[CH:8][CH:7]=3)[CH2:10][CH:11]([C:27]([O:29][CH3:30])=[O:28])[CH2:12]2)=[O:17])[CH2:34][CH2:35]1)#[N:40]. (2) Given the reactants Cl.[CH3:2][CH:3]1[CH:8]2[CH2:9][CH:5]([CH:6]([O:10][C:11]3[CH:16]=[CH:15][C:14]([C:17]([F:20])([F:19])[F:18])=[CH:13][N:12]=3)[CH2:7]2)[N:4]1C(OC(C)(C)C)=O, predict the reaction product. The product is: [CH3:2][CH:3]1[CH:8]2[CH2:9][CH:5]([CH:6]([O:10][C:11]3[CH:16]=[CH:15][C:14]([C:17]([F:19])([F:18])[F:20])=[CH:13][N:12]=3)[CH2:7]2)[NH:4]1. (3) Given the reactants [Br:1][C:2]1[CH:7]=[C:6]([O:8][CH3:9])[CH:5]=[C:4]([CH3:10])[N+:3]=1[O-].P(Cl)(Cl)Cl, predict the reaction product. The product is: [Br:1][C:2]1[CH:7]=[C:6]([O:8][CH3:9])[CH:5]=[C:4]([CH3:10])[N:3]=1. (4) Given the reactants C(OC([C@@]1(N[C:13]([O:15][C:16]([CH3:19])([CH3:18])[CH3:17])=[O:14])C[C@H]1C1CC1)=O)C.CC[N:22]([CH2:25][CH3:26])[CH2:23]C.C1C=CC(P(N=[N+]=[N-])(C2C=CC=CC=2)=[O:34])=CC=1.[CH3:44][Si:45]([CH3:50])([CH3:49])[CH2:46][CH2:47][OH:48].[CH:51]1[CH:56]=CC=C[CH:52]=1, predict the reaction product. The product is: [C:16]([O:15][C:13]([C@:25]1([NH:22][C:23]([O:48][CH2:47][CH2:46][Si:45]([CH3:50])([CH3:49])[CH3:44])=[O:34])[CH2:26][C@@H:52]1[CH2:51][CH3:56])=[O:14])([CH3:17])([CH3:18])[CH3:19]. (5) Given the reactants [Cl:1][C:2]1[C:7]([CH:8]2[CH2:10][CH2:9]2)=[CH:6][N:5]=[C:4]([C:11]([OH:13])=O)[CH:3]=1.CN(C(ON1N=NC2C=CC=CC1=2)=[N+](C)C)C.[B-](F)(F)(F)F.CCN(C(C)C)C(C)C.[NH2:45][C:46]1([CH2:50][C:51]([NH2:53])=[O:52])[CH2:49][O:48][CH2:47]1, predict the reaction product. The product is: [C:51]([CH2:50][C:46]1([NH:45][C:11]([C:4]2[CH:3]=[C:2]([Cl:1])[C:7]([CH:8]3[CH2:9][CH2:10]3)=[CH:6][N:5]=2)=[O:13])[CH2:49][O:48][CH2:47]1)(=[O:52])[NH2:53].